From a dataset of Reaction yield outcomes from USPTO patents with 853,638 reactions. Predict the reaction yield, written as a fraction of the theoretical maximum amount of product (1.0 means a 100% yield; for example, 0.34 means a 34% yield). (1) The reactants are [CH3:1][S:2](Cl)(=[O:4])=[O:3].[NH2:6][CH2:7][CH:8]([OH:19])[CH2:9][O:10][C:11]1[CH:18]=[CH:17][C:14]([C:15]#[N:16])=[CH:13][CH:12]=1. The catalyst is CN(C)C1C=CN=CC=1.N1C=CC=CC=1. The product is [CH3:1][S:2]([O:19][CH:8]([CH2:7][NH:6][S:2]([CH3:1])(=[O:4])=[O:3])[CH2:9][O:10][C:11]1[CH:18]=[CH:17][C:14]([C:15]#[N:16])=[CH:13][CH:12]=1)(=[O:4])=[O:3]. The yield is 1.00. (2) The reactants are C(N(CC)CC)C.[CH3:8][N:9]([CH3:36])[C:10]1[CH:15]=[CH:14][C:13]([C:16]2[CH:17]=[C:18]3[C:23](=[CH:24][CH:25]=2)[N:22]=[C:21]([O:26][CH2:27][CH2:28][O:29][CH2:30][CH2:31][O:32][CH2:33][CH2:34][OH:35])[CH:20]=[CH:19]3)=[CH:12][CH:11]=1.[CH3:37][C:38]1[CH:43]=[CH:42][C:41]([S:44](O[S:44]([C:41]2[CH:42]=[CH:43][C:38]([CH3:37])=[CH:39][CH:40]=2)(=[O:46])=[O:45])(=[O:46])=[O:45])=[CH:40][CH:39]=1.O. The product is [CH3:37][C:38]1[CH:43]=[CH:42][C:41]([S:44]([O:35][CH2:34][CH2:33][O:32][CH2:31][CH2:30][O:29][CH2:28][CH2:27][O:26][C:21]2[CH:20]=[CH:19][C:18]3[C:23](=[CH:24][CH:25]=[C:16]([C:13]4[CH:14]=[CH:15][C:10]([N:9]([CH3:36])[CH3:8])=[CH:11][CH:12]=4)[CH:17]=3)[N:22]=2)(=[O:46])=[O:45])=[CH:40][CH:39]=1. The catalyst is ClCCl.CN(C1C=CN=CC=1)C. The yield is 0.834. (3) The reactants are [S:1]1[C:5]2[CH:6]=[CH:7][CH:8]=[CH:9][C:4]=2[N:3]=[C:2]1[O:10][C:11]1[CH:16]=[CH:15][C:14]([CH2:17][CH2:18][N:19]2[CH2:24][CH2:23][CH:22]([NH:25][C:26](=[N:34][C:35]#[N:36])OC3C=CC=CC=3)[CH2:21][CH2:20]2)=[CH:13][CH:12]=1.[CH3:37][NH2:38]. The catalyst is C(O)C.O. The product is [S:1]1[C:5]2[CH:6]=[CH:7][CH:8]=[CH:9][C:4]=2[N:3]=[C:2]1[O:10][C:11]1[CH:16]=[CH:15][C:14]([CH2:17][CH2:18][N:19]2[CH2:20][CH2:21][CH:22]([NH:25][C:26]([NH:34][C:35]#[N:36])=[N:38][CH3:37])[CH2:23][CH2:24]2)=[CH:13][CH:12]=1. The yield is 0.760.